From a dataset of Forward reaction prediction with 1.9M reactions from USPTO patents (1976-2016). Predict the product of the given reaction. Given the reactants [C:1]([O:4][C@@H:5]1[C@@H:10]([O:11][C:12](=[O:14])[CH3:13])[C@H:9]([O:15][C:16](=[O:18])[CH3:17])[C@@H:8]([CH2:19][O:20][C:21](=[O:23])[CH3:22])[O:7][C@H:6]1[O:24][C:25]1[C:29]([CH2:30][C:31]2[CH:36]=[CH:35][C:34]([O:37][CH2:38][CH2:39][C:40](O)=[O:41])=[CH:33][C:32]=2[CH3:43])=[C:28]([CH:44]([CH3:46])[CH3:45])[NH:27][N:26]=1)(=[O:3])[CH3:2].Cl.[NH2:48][C:49]([CH3:61])([CH3:60])[C:50]([O:52][CH2:53][C:54]1[CH:59]=[CH:58][CH:57]=[CH:56][CH:55]=1)=[O:51].ON1C2C=CC=CC=2N=N1.Cl.C(N=C=NCCCN(C)C)C, predict the reaction product. The product is: [C:1]([O:4][C@@H:5]1[C@@H:10]([O:11][C:12](=[O:14])[CH3:13])[C@H:9]([O:15][C:16](=[O:18])[CH3:17])[C@@H:8]([CH2:19][O:20][C:21](=[O:23])[CH3:22])[O:7][C@H:6]1[O:24][C:25]1[C:29]([CH2:30][C:31]2[CH:36]=[CH:35][C:34]([O:37][CH2:38][CH2:39][C:40](=[O:41])[NH:48][C:49]([C:50]([O:52][CH2:53][C:54]3[CH:59]=[CH:58][CH:57]=[CH:56][CH:55]=3)=[O:51])([CH3:61])[CH3:60])=[CH:33][C:32]=2[CH3:43])=[C:28]([CH:44]([CH3:46])[CH3:45])[NH:27][N:26]=1)(=[O:3])[CH3:2].